This data is from Retrosynthesis with 50K atom-mapped reactions and 10 reaction types from USPTO. The task is: Predict the reactants needed to synthesize the given product. (1) Given the product CCN(CC)CCNCCS(=O)c1ccccc1, predict the reactants needed to synthesize it. The reactants are: CCN(CC)CCN.O=S(CCCl)c1ccccc1. (2) Given the product c1ccc(COC[C@@H]2[C@@H](OCc3ccccc3)[C@H](OCc3ccccc3)CN2CC2CC2)cc1, predict the reactants needed to synthesize it. The reactants are: BrCC1CC1.c1ccc(COC[C@H]2NC[C@@H](OCc3ccccc3)[C@@H]2OCc2ccccc2)cc1. (3) The reactants are: C#C[C@]1(O)CCN(C)C1=O.NC(=O)c1nc2n(c1COc1ccccc1Cl)CCOc1ccc(Br)cc1-2. Given the product CN1CC[C@@](O)(C#Cc2ccc3c(c2)-c2nc(C(N)=O)c(COc4ccccc4Cl)n2CCO3)C1=O, predict the reactants needed to synthesize it. (4) Given the product CN(NC(=O)c1cnn(C)c1COc1ccc(C(F)(F)F)cc1)C(=O)OC(C)(C)C, predict the reactants needed to synthesize it. The reactants are: CN(N)C(=O)OC(C)(C)C.Cn1ncc(C(=O)O)c1COc1ccc(C(F)(F)F)cc1.